The task is: Predict the reactants needed to synthesize the given product.. This data is from Full USPTO retrosynthesis dataset with 1.9M reactions from patents (1976-2016). (1) Given the product [NH2:6][C:7]1[N:12]=[C:11]([S:13][C@H:16]([C:18]2[CH:23]=[CH:22][CH:21]=[CH:20][CH:19]=2)[CH3:17])[N:10]=[C:9]([OH:14])[CH:8]=1, predict the reactants needed to synthesize it. The reactants are: [H-].[Na+].[BH4-].[Na+].O.[NH2:6][C:7]1[N:12]=[C:11]([SH:13])[N:10]=[C:9]([OH:14])[CH:8]=1.Cl[C@@H:16]([C:18]1[CH:23]=[CH:22][CH:21]=[CH:20][CH:19]=1)[CH3:17]. (2) Given the product [C:12]([O:11][C:9]([NH:8][C@@H:7]1[CH2:6][CH2:5][C@@H:4]([C:16](=[O:17])[NH2:18])[CH2:3][C@@H:2]1[O:1][C:26](=[O:27])[C:25]1[CH:24]=[CH:23][C:22]([N+:19]([O-:21])=[O:20])=[CH:30][CH:29]=1)=[O:10])([CH3:13])([CH3:14])[CH3:15], predict the reactants needed to synthesize it. The reactants are: [OH:1][C@H:2]1[C@H:7]([NH:8][C:9]([O:11][C:12]([CH3:15])([CH3:14])[CH3:13])=[O:10])[CH2:6][CH2:5][C@@H:4]([C:16]([NH2:18])=[O:17])[CH2:3]1.[N+:19]([C:22]1[CH:30]=[CH:29][C:25]([C:26](O)=[O:27])=[CH:24][CH:23]=1)([O-:21])=[O:20].C1(P(C2C=CC=CC=2)C2C=CC=CC=2)C=CC=CC=1.N(C(OC(C)C)=O)=NC(OC(C)C)=O. (3) Given the product [CH3:1][CH:2]1[C:11]2[C:6](=[C:7]([CH3:12])[CH:8]=[CH:9][CH:10]=2)[CH2:5][CH2:4][NH:3]1, predict the reactants needed to synthesize it. The reactants are: [CH3:1][C:2]1[C:11]2[C:6](=[C:7]([CH3:12])[CH:8]=[CH:9][CH:10]=2)[CH2:5][CH2:4][N:3]=1.C(O[BH-](OC(=O)C)OC(=O)C)(=O)C.[Na+].